This data is from Forward reaction prediction with 1.9M reactions from USPTO patents (1976-2016). The task is: Predict the product of the given reaction. Given the reactants [Br:1][C:2]1[N:3]([CH2:18][O:19][CH2:20][CH2:21][Si:22]([CH3:25])([CH3:24])[CH3:23])[N:4]=[C:5]2[C:10]=1[CH:9]=[C:8]([C:11]([F:14])([F:13])[F:12])[CH:7]=[C:6]2[CH:15]([OH:17])[CH3:16].N12CCCN=C1CCCCC2.[Cl:37][C:38]([Cl:42])([Cl:41])[C:39]#[N:40], predict the reaction product. The product is: [Cl:37][C:38]([Cl:42])([Cl:41])[C:39](=[NH:40])[O:17][CH:15]([C:6]1[C:5]2[C:10](=[C:2]([Br:1])[N:3]([CH2:18][O:19][CH2:20][CH2:21][Si:22]([CH3:24])([CH3:23])[CH3:25])[N:4]=2)[CH:9]=[C:8]([C:11]([F:14])([F:13])[F:12])[CH:7]=1)[CH3:16].